Task: Predict the product of the given reaction.. Dataset: Forward reaction prediction with 1.9M reactions from USPTO patents (1976-2016) Given the reactants [F:1][C:2]1[CH:16]=[C:15](B2OC(C)(C)C(C)(C)O2)[CH:14]=[CH:13][C:3]=1[O:4][C:5]1[CH:10]=[C:9]([CH3:11])[N:8]=[C:7]([CH3:12])[CH:6]=1.C([O-])(O)=O.[Na+].Br[C:32]1[CH:37]=[CH:36][N:35]([CH2:38][CH:39]2[CH2:41][CH2:40]2)[C:34](=[O:42])[C:33]=1[C:43]#[N:44], predict the reaction product. The product is: [CH:39]1([CH2:38][N:35]2[CH:36]=[CH:37][C:32]([C:15]3[CH:14]=[CH:13][C:3]([O:4][C:5]4[CH:6]=[C:7]([CH3:12])[N:8]=[C:9]([CH3:11])[CH:10]=4)=[C:2]([F:1])[CH:16]=3)=[C:33]([C:43]#[N:44])[C:34]2=[O:42])[CH2:40][CH2:41]1.